Dataset: Reaction yield outcomes from USPTO patents with 853,638 reactions. Task: Predict the reaction yield, written as a fraction of the theoretical maximum amount of product (1.0 means a 100% yield; for example, 0.34 means a 34% yield). (1) The reactants are [NH:1]1[CH:5]=[CH:4][N:3]=[C:2]1[C:6]1[NH:7][CH:8]=[CH:9][N:10]=1.Br[C:12]1[CH:24]=[CH:23][C:22]2[C:21]3[C:16](=[CH:17][CH:18]=[CH:19][CH:20]=3)[C:15]3([C:36]4[CH:35]=[CH:34][CH:33]=[CH:32][C:31]=4[C:30]4[C:25]3=[CH:26][CH:27]=[CH:28][CH:29]=4)[C:14]=2[CH:13]=1.C([O-])([O-])=O.[Cs+].[Cs+]. The catalyst is CN(C=O)C. The product is [CH:22]1[C:14]2[C:15]3([C:25]4[CH:26]=[CH:27][CH:28]=[CH:29][C:30]=4[C:31]4[C:36]3=[CH:35][CH:34]=[CH:33][CH:32]=4)[C:16]3[C:21](=[CH:20][CH:19]=[CH:18][CH:17]=3)[C:13]=2[CH:12]=[CH:24][C:23]=1[N:1]1[CH:5]=[CH:4][N:3]=[C:2]1[C:6]1[N:10]([C:27]2[CH:28]=[CH:29][C:30]3[C:31]4[C:36](=[CH:35][CH:34]=[CH:33][CH:32]=4)[C:15]4([C:14]5[CH:13]=[CH:12][CH:24]=[CH:23][C:22]=5[C:21]5[C:16]4=[CH:17][CH:18]=[CH:19][CH:20]=5)[C:25]=3[CH:26]=2)[CH:9]=[CH:8][N:7]=1. The yield is 0.290. (2) The reactants are [Br:1][C:2]1[CH:3]=[C:4]2[C:9]3=[C:10]([N:12]([CH3:15])[C:13](=[O:14])[N:8]3[CH:7]([C:16]([O:18]C)=[O:17])[CH2:6][CH2:5]2)[CH:11]=1.CO.[OH-].[Li+].Cl. The catalyst is O1CCCC1.O. The product is [Br:1][C:2]1[CH:3]=[C:4]2[C:9]3=[C:10]([N:12]([CH3:15])[C:13](=[O:14])[N:8]3[CH:7]([C:16]([OH:18])=[O:17])[CH2:6][CH2:5]2)[CH:11]=1. The yield is 0.940. (3) The reactants are [NH2:1][C:2]1[CH:7]=[CH:6][C:5]([CH2:8][CH2:9][NH2:10])=[CH:4][CH:3]=1.C[Si]([N-][Si](C)(C)C)(C)C.[Na+].[CH2:21]1[O:29][C@@H:22]1[C:23]1[CH:28]=[CH:27][CH:26]=[CH:25][CH:24]=1.Cl.C(OC(C)C)(=O)C.[OH-].[Na+]. The catalyst is O1CCCC1.CN1CCCN(C)C1=O. The product is [OH:29][C@H:22]([C:23]1[CH:28]=[CH:27][CH:26]=[CH:25][CH:24]=1)[CH2:21][NH:1][C:2]1[CH:7]=[CH:6][C:5]([CH2:8][CH2:9][NH2:10])=[CH:4][CH:3]=1. The yield is 0.590. (4) The reactants are Cl[C:2]1[C:3]2[CH:10]=[CH:9][N:8]([CH2:11][O:12][CH2:13][CH2:14][Si:15]([CH3:18])([CH3:17])[CH3:16])[C:4]=2[N:5]=[CH:6][N:7]=1.[S:19]1[CH:23]=[CH:22][N:21]=[CH:20]1.C([O-])(=O)C.[K+]. The catalyst is CN(C)C(=O)C.C1C=CC([P]([Pd]([P](C2C=CC=CC=2)(C2C=CC=CC=2)C2C=CC=CC=2)([P](C2C=CC=CC=2)(C2C=CC=CC=2)C2C=CC=CC=2)[P](C2C=CC=CC=2)(C2C=CC=CC=2)C2C=CC=CC=2)(C2C=CC=CC=2)C2C=CC=CC=2)=CC=1. The product is [S:19]1[C:23]([C:2]2[C:3]3[CH:10]=[CH:9][N:8]([CH2:11][O:12][CH2:13][CH2:14][Si:15]([CH3:18])([CH3:17])[CH3:16])[C:4]=3[N:5]=[CH:6][N:7]=2)=[CH:22][N:21]=[CH:20]1. The yield is 0.640.